This data is from Forward reaction prediction with 1.9M reactions from USPTO patents (1976-2016). The task is: Predict the product of the given reaction. (1) Given the reactants C([O:8][C:9]1[CH:10]=[C:11]2[C:16](=[CH:17][CH:18]=1)[C:15](=[O:19])[N:14]([CH2:20][CH:21]([CH3:23])[CH3:22])[C:13]([CH2:24][NH:25][C:26](=[O:32])[O:27][C:28]([CH3:31])([CH3:30])[CH3:29])=[C:12]2[C:33]1[CH:38]=[CH:37][CH:36]=[C:35]([F:39])[CH:34]=1)C1C=CC=CC=1, predict the reaction product. The product is: [F:39][C:35]1[CH:34]=[C:33]([C:12]2[C:11]3[C:16](=[CH:17][CH:18]=[C:9]([OH:8])[CH:10]=3)[C:15](=[O:19])[N:14]([CH2:20][CH:21]([CH3:22])[CH3:23])[C:13]=2[CH2:24][NH:25][C:26](=[O:32])[O:27][C:28]([CH3:29])([CH3:31])[CH3:30])[CH:38]=[CH:37][CH:36]=1. (2) Given the reactants [CH:1]1([C@@:7](O)([C:11]2[CH:16]=[CH:15][CH:14]=[CH:13][CH:12]=2)[C:8]([NH2:10])=O)[CH2:6][CH2:5][CH2:4][CH2:3][CH2:2]1.[OH2:18].[NH2:19][NH2:20].[C:21](O)(=O)C, predict the reaction product. The product is: [CH:1]1([C@@:7]([C:11]2[CH:16]=[CH:15][CH:14]=[CH:13][CH:12]=2)([C:8]2[N:10]=[CH:21][NH:20][N:19]=2)[OH:18])[CH2:6][CH2:5][CH2:4][CH2:3][CH2:2]1.